This data is from Peptide-MHC class I binding affinity with 185,985 pairs from IEDB/IMGT. The task is: Regression. Given a peptide amino acid sequence and an MHC pseudo amino acid sequence, predict their binding affinity value. This is MHC class I binding data. (1) The peptide sequence is LCLSGEGWPY. The MHC is HLA-A24:02 with pseudo-sequence HLA-A24:02. The binding affinity (normalized) is 0. (2) The peptide sequence is RQFPTPFEF. The MHC is Mamu-B52 with pseudo-sequence Mamu-B52. The binding affinity (normalized) is 0.677. (3) The peptide sequence is TQSPVSVGF. The MHC is HLA-A11:01 with pseudo-sequence HLA-A11:01. The binding affinity (normalized) is 0.213.